Dataset: Full USPTO retrosynthesis dataset with 1.9M reactions from patents (1976-2016). Task: Predict the reactants needed to synthesize the given product. Given the product [CH2:11]([O:10][C@:4]1([OH:19])[CH2:5][CH2:6][CH2:7][C@H:8]2[C@H:3]1[O:9]2)[C:12]1[CH:17]=[CH:16][CH:15]=[CH:14][CH:13]=1, predict the reactants needed to synthesize it. The reactants are: [H-].[Na+].[C@H:3]12[O:9][C@H:8]1[CH2:7][CH2:6][CH2:5][C@H:4]2[OH:10].[CH2:11](Br)[C:12]1[CH:17]=[CH:16][CH:15]=[CH:14][CH:13]=1.[OH2:19].